From a dataset of Reaction yield outcomes from USPTO patents with 853,638 reactions. Predict the reaction yield, written as a fraction of the theoretical maximum amount of product (1.0 means a 100% yield; for example, 0.34 means a 34% yield). (1) The reactants are [F:1][C:2]1[CH:7]=[CH:6][C:5]([S:8]([N:11]2[C:20]3[C:15](=[CH:16][C:17]([C:21]([OH:30])([C:26]([F:29])([F:28])[F:27])[C:22]([F:25])([F:24])[F:23])=[CH:18][CH:19]=3)[CH2:14][CH2:13][C@H:12]2[CH2:31][C:32](O)=[O:33])(=[O:10])=[O:9])=[CH:4][CH:3]=1.[NH2:35][NH2:36]. No catalyst specified. The product is [F:1][C:2]1[CH:3]=[CH:4][C:5]([S:8]([N:11]2[C:20]3[C:15](=[CH:16][C:17]([C:21]([OH:30])([C:26]([F:29])([F:28])[F:27])[C:22]([F:25])([F:23])[F:24])=[CH:18][CH:19]=3)[CH2:14][CH2:13][C@H:12]2[CH2:31][C:32]([NH:35][NH2:36])=[O:33])(=[O:10])=[O:9])=[CH:6][CH:7]=1. The yield is 0.940. (2) The reactants are FC(F)(F)C([N:5]([C@@H:13]1[CH2:15][C@H:14]1[C:16]1[CH:21]=[CH:20][CH:19]=[CH:18][CH:17]=1)[CH2:6][CH:7]1[CH2:12][CH2:11][NH:10][CH2:9][CH2:8]1)=O.[N:24]([C:27]1[CH:32]=[CH:31][CH:30]=[CH:29][CH:28]=1)=[C:25]=[O:26].[NH4+].[Cl-]. The catalyst is C(Cl)(Cl)Cl. The product is [C:27]1([NH:24][C:25]([N:10]2[CH2:9][CH2:8][CH:7]([CH2:6][NH:5][C@@H:13]3[CH2:15][C@H:14]3[C:16]3[CH:17]=[CH:18][CH:19]=[CH:20][CH:21]=3)[CH2:12][CH2:11]2)=[O:26])[CH:32]=[CH:31][CH:30]=[CH:29][CH:28]=1. The yield is 0.800. (3) The yield is 0.550. The product is [OH:2][CH2:1][C:3]1[S:7][C:6](/[CH:8]=[CH:9]/[C:10]([NH:12][CH:13]([C:18]2[CH:23]=[CH:22][CH:21]=[C:20]([C:24]([F:27])([F:25])[F:26])[CH:19]=2)[C:14]([F:15])([F:16])[F:17])=[O:11])=[CH:5][C:4]=1[CH3:28]. The reactants are [CH:1]([C:3]1[S:7][C:6](/[CH:8]=[CH:9]/[C:10]([NH:12][CH:13]([C:18]2[CH:23]=[CH:22][CH:21]=[C:20]([C:24]([F:27])([F:26])[F:25])[CH:19]=2)[C:14]([F:17])([F:16])[F:15])=[O:11])=[CH:5][C:4]=1[CH3:28])=[O:2].[BH4-].[Na+]. The catalyst is CO. (4) The reactants are [CH3:1][C:2]([CH3:6])=[CH:3][Mg]Br.CON(C)[C:10](=[O:15])[C:11]([F:14])([F:13])[F:12].Cl. The catalyst is O.CCCCCCCCCCCC.C1COCC1. The product is [F:12][C:11]([F:14])([F:13])[C:10](=[O:15])[CH:3]=[C:2]([CH3:6])[CH3:1]. The yield is 0.640. (5) The reactants are [OH:1][C@@H:2]([CH2:22][CH2:23][CH2:24][CH2:25][CH3:26])[CH2:3][CH2:4][C@@H:5]([O:14][CH2:15][CH:16]1[CH2:20][CH2:19][C:18](=[O:21])[NH:17]1)[C:6]1[S:10][C:9]([C:11](O)=[O:12])=[CH:8][CH:7]=1.Cl.CN(C)CCCN=C=NCC.[CH3:39][S:40]([NH2:43])(=[O:42])=[O:41]. The catalyst is CN(C)C1C=CN=CC=1.CN(C=O)C.CCOC(C)=O. The product is [OH:1][C@@H:2]([CH2:22][CH2:23][CH2:24][CH2:25][CH3:26])[CH2:3][CH2:4][C@@H:5]([O:14][CH2:15][CH:16]1[CH2:20][CH2:19][C:18](=[O:21])[NH:17]1)[C:6]1[S:10][C:9]([C:11]([NH:43][S:40]([CH3:39])(=[O:42])=[O:41])=[O:12])=[CH:8][CH:7]=1. The yield is 0.250.